Dataset: Forward reaction prediction with 1.9M reactions from USPTO patents (1976-2016). Task: Predict the product of the given reaction. (1) Given the reactants [NH2:1][C:2]1[CH:10]=[CH:9][C:8]([Cl:11])=[CH:7][C:3]=1[C:4]([NH2:6])=[O:5].[C:12](OCC)(=O)[C:13]([O:15][CH2:16][CH3:17])=[O:14], predict the reaction product. The product is: [Cl:11][C:8]1[CH:7]=[C:3]2[C:2](=[CH:10][CH:9]=1)[N:1]=[C:12]([C:13]([O:15][CH2:16][CH3:17])=[O:14])[NH:6][C:4]2=[O:5]. (2) Given the reactants [CH:1]1([C:4]#[C:5][C:6]2[S:7][CH:8]=[C:9]([C:11]([O:13]C)=[O:12])[N:10]=2)[CH2:3][CH2:2]1.[OH-].[Na+].Cl, predict the reaction product. The product is: [CH:1]1([C:4]#[C:5][C:6]2[S:7][CH:8]=[C:9]([C:11]([OH:13])=[O:12])[N:10]=2)[CH2:3][CH2:2]1. (3) Given the reactants [C:1]([O:5][C:6]([N:8]1[CH:13]2[CH2:14][CH2:15][CH:9]1[CH:10]=[C:11](OS(C(F)(F)F)(=O)=O)[CH2:12]2)=[O:7])([CH3:4])([CH3:3])[CH3:2].[C:24]([C:27]1[CH:28]=[C:29](B(O)O)[CH:30]=[CH:31][CH:32]=1)(=[O:26])[NH2:25].F[B-](F)(F)F.C1(P(C2CCCCC2)C2CCCCC2)CCCCC1.[F-].[K+], predict the reaction product. The product is: [C:1]([O:5][C:6]([N:8]1[CH:13]2[CH2:14][CH2:15][CH:9]1[CH:10]=[C:11]([C:31]1[CH:30]=[CH:29][CH:28]=[C:27]([C:24](=[O:26])[NH2:25])[CH:32]=1)[CH2:12]2)=[O:7])([CH3:4])([CH3:3])[CH3:2]. (4) Given the reactants F[B-](F)(F)F.N1(OC(N(C)C)=[N+](C)C)C2C=CC=CC=2N=N1.[I:23][C:24]1[CH:32]=[CH:31][C:27]([C:28]([OH:30])=O)=[CH:26][CH:25]=1.C(N(CC)C(C)C)(C)C.[C:42]([O:46][C:47]([N:49]1[CH2:54][CH2:53][CH:52]([NH:55][CH:56]2[CH2:58][CH2:57]2)[CH2:51][CH2:50]1)=[O:48])([CH3:45])([CH3:44])[CH3:43].C, predict the reaction product. The product is: [C:42]([O:46][C:47]([N:49]1[CH2:54][CH2:53][CH:52]([N:55]([CH:56]2[CH2:57][CH2:58]2)[C:28](=[O:30])[C:27]2[CH:26]=[CH:25][C:24]([I:23])=[CH:32][CH:31]=2)[CH2:51][CH2:50]1)=[O:48])([CH3:45])([CH3:43])[CH3:44]. (5) Given the reactants [F:1][C:2]1[CH:7]=[CH:6][C:5]([CH:8]2[C:13]3=[N:14][NH:15][C:16](=[O:21])[C:17]4[CH:18]=[CH:19][CH:20]=[C:11]([C:12]=43)[NH:10][CH:9]2[C:22]2[CH:29]=[CH:28][C:25]([CH:26]=O)=[CH:24][CH:23]=2)=[CH:4][CH:3]=1.CC(O)=O.[NH:34]1[CH2:38][CH2:37][CH2:36][CH2:35]1.[BH-](OC(C)=O)(OC(C)=O)OC(C)=O.[Na+].Cl, predict the reaction product. The product is: [F:1][C:2]1[CH:7]=[CH:6][C:5]([CH:8]2[C:13]3=[N:14][NH:15][C:16](=[O:21])[C:17]4[CH:18]=[CH:19][CH:20]=[C:11]([C:12]=43)[NH:10][CH:9]2[C:22]2[CH:23]=[CH:24][C:25]([CH2:26][N:34]3[CH2:38][CH2:37][CH2:36][CH2:35]3)=[CH:28][CH:29]=2)=[CH:4][CH:3]=1. (6) Given the reactants [NH2:1][C:2]1[CH:7]=[C:6](Cl)[CH:5]=[CH:4][N:3]=1.[F:9][C:10]1[CH:15]=[C:14]([N+:16]([O-:18])=[O:17])[CH:13]=[CH:12][C:11]=1[OH:19].C(N(CC)C(C)C)(C)C, predict the reaction product. The product is: [NH2:1][C:2]1[CH:7]=[C:6]([O:19][C:11]2[CH:12]=[CH:13][C:14]([N+:16]([O-:18])=[O:17])=[CH:15][C:10]=2[F:9])[CH:5]=[CH:4][N:3]=1. (7) Given the reactants Cl.Cl.[C:3]([C:7]1[CH:8]=[C:9]([NH:13][C:14]([NH:16][C:17]2[CH:22]=[CH:21][C:20]([CH2:23][N:24]3[CH2:29][CH2:28][NH:27][CH2:26][CH2:25]3)=[CH:19][CH:18]=2)=[O:15])[N:10]([CH3:12])[N:11]=1)([CH3:6])([CH3:5])[CH3:4].CCN(C(C)C)C(C)C.N=C=N.C1C=CC2N(O)N=NC=2C=1.[C:52](O)(=[O:59])[C:53]1[CH:58]=[CH:57][N:56]=[CH:55][CH:54]=1.C(O)C(N)(CO)CO, predict the reaction product. The product is: [C:3]([C:7]1[CH:8]=[C:9]([NH:13][C:14]([NH:16][C:17]2[CH:22]=[CH:21][C:20]([CH2:23][N:24]3[CH2:29][CH2:28][N:27]([C:52]([C:53]4[CH:58]=[CH:57][N:56]=[CH:55][CH:54]=4)=[O:59])[CH2:26][CH2:25]3)=[CH:19][CH:18]=2)=[O:15])[N:10]([CH3:12])[N:11]=1)([CH3:6])([CH3:4])[CH3:5]. (8) Given the reactants Cl.[CH2:2]([CH:4]([O:7][NH2:8])[CH2:5][CH3:6])[CH3:3].C([O:11][C:12]([C:14]1[C:15](=[O:37])[C:16]2[CH:21]=[N:20][C:19](S(C)(=O)=O)=[N:18][C:17]=2[N:26]([C:28]2[CH:29]=[C:30]3[C:34](=[CH:35][CH:36]=2)[CH2:33][CH2:32]C3)[CH:27]=1)=O)C.[CH3:38][N:39]1[CH2:44][CH2:43][N:42]([CH2:45][CH2:46][C:47]2[CH:52]=[CH:51][C:50]([NH2:53])=[CH:49][CH:48]=2)[CH2:41][CH2:40]1, predict the reaction product. The product is: [CH2:2]([CH:4]([O:7][NH:8][C:12]([C:14]1[C:15](=[O:37])[C:16]2[CH:21]=[N:20][C:19]([NH:53][C:50]3[CH:51]=[CH:52][C:47]([CH2:46][CH2:45][N:42]4[CH2:41][CH2:40][N:39]([CH3:38])[CH2:44][CH2:43]4)=[CH:48][CH:49]=3)=[N:18][C:17]=2[N:26]([C:28]2[CH:36]=[CH:35][C:34]([CH2:30][CH3:29])=[CH:33][CH:32]=2)[CH:27]=1)=[O:11])[CH2:5][CH3:6])[CH3:3].